Dataset: Experimentally validated miRNA-target interactions with 360,000+ pairs, plus equal number of negative samples. Task: Binary Classification. Given a miRNA mature sequence and a target amino acid sequence, predict their likelihood of interaction. (1) The miRNA is hsa-miR-889-3p with sequence UUAAUAUCGGACAACCAUUGU. The protein sequence of the target gene is MSIMSYNGGAVMAMKGKNCVAIAADRRFGIQAQMVTTDFQKIFPMGDRLYIGLAGLATDVQTVAQRLKFRLNLYELKEGRQIKPYTLMSMVANLLYEKRFGPYYTEPVIAGLDPKTFKPFICSLDLIGCPMVTDDFVVSGTCAEQMYGMCESLWEPNMDPDHLFETISQAMLNAVDRDAVSGMGVIVHIIEKDKITTRTLKARMD. Result: 0 (no interaction). (2) The miRNA is ath-miR398b-3p with sequence UGUGUUCUCAGGUCACCCCUG. The protein sequence of the target gene is MAVRKKDGGPNVKYYEAADTVTQFDNVRLWLGKNYKKYIQAEPPTNKSLSSLVVQLLQFQEEVFGKHVSNAPLTKLPIKCFLDFKAGGSLCHILAAAYKFKSDQGWRRYDFQNPSRMDRNVEMFMTIEKSLVQNNCLSRPNIFLCPEIEPKLLGKLKDIVKRHQGTISEDKSNASHVVYPVPGNLEEEEWVRPVMKRDKQVLLHWGYYPDSYDTWIPASEIEASVEDAPTPEKPRKVHAKWILDTDTFNEWMNEEDYEVSDDKSPVSRRKKISAKTLTDEVNSPDSDRRDKKGGNYKKRK.... Result: 0 (no interaction).